This data is from Catalyst prediction with 721,799 reactions and 888 catalyst types from USPTO. The task is: Predict which catalyst facilitates the given reaction. (1) Reactant: [CH3:1][C:2]1[NH:6][NH:5][C:4](=[O:7])[C:3]=1[CH2:8][C:9]1[CH:14]=[CH:13][C:12]([O:15][CH:16]([CH3:18])[CH3:17])=[CH:11][CH:10]=1.[CH3:19][S:20](Cl)(=[O:22])=[O:21].N1C=CC=CC=1.O. The catalyst class is: 10. Product: [CH3:19][S:20]([O:7][C:4]1[C:3]([CH2:8][C:9]2[CH:10]=[CH:11][C:12]([O:15][CH:16]([CH3:18])[CH3:17])=[CH:13][CH:14]=2)=[C:2]([CH3:1])[NH:6][N:5]=1)(=[O:22])=[O:21]. (2) Reactant: [CH2:1]([C:3]1([C:41]([O:43][CH2:44][CH3:45])=[O:42])[CH2:8][CH2:7][N:6]([C:9]([C@:11]23[CH2:37][CH2:36][C@@H:35]([C:38]([CH3:40])=[CH2:39])[C@@H:12]2[C@@H:13]2[C@@:26]([CH3:29])([CH2:27][CH2:28]3)[C@@:25]3([CH3:30])[C@@H:16]([C@:17]4([CH3:34])[C@@H:22]([CH2:23][CH2:24]3)[C:21]([CH3:32])([CH3:31])[C@@H:20]([OH:33])[CH2:19][CH2:18]4)[CH2:15][CH2:14]2)=[O:10])[CH2:5][CH2:4]1)[CH3:2].N1C=CC=CC=1.[CH3:52][C:53]1([CH3:60])[CH2:57][C:56](=[O:58])[O:55][C:54]1=[O:59]. Product: [CH2:44]([O:43][C:41]([C:3]1([CH2:1][CH3:2])[CH2:4][CH2:5][N:6]([C:9]([C@:11]23[CH2:37][CH2:36][C@@H:35]([C:38]([CH3:40])=[CH2:39])[C@@H:12]2[C@@H:13]2[C@@:26]([CH3:29])([CH2:27][CH2:28]3)[C@@:25]3([CH3:30])[C@@H:16]([C@:17]4([CH3:34])[C@@H:22]([CH2:23][CH2:24]3)[C:21]([CH3:32])([CH3:31])[C@@H:20]([O:33][C:56](=[O:58])[CH2:57][C:53]([CH3:60])([CH3:52])[C:54]([OH:59])=[O:55])[CH2:19][CH2:18]4)[CH2:15][CH2:14]2)=[O:10])[CH2:7][CH2:8]1)=[O:42])[CH3:45]. The catalyst class is: 13. (3) Reactant: [C:1]([N:4]1[CH:8]([C:9]2[N:18]=[C:17]([C:19]([O:21]C)=O)[C:16]([O:23]CC3C=CC(OC)=CC=3)=[C:15]3[C:10]=2[CH:11]=[CH:12][CH:13]=[N:14]3)[CH2:7][CH2:6][N:5]1[CH3:33])(=[O:3])[CH3:2].O.[C:35](O)([C:37]([F:40])(F)F)=O. Product: [C:1]([N:4]1[CH:8]([C:9]2[N:18]=[C:17]([C:19]([NH:14][CH2:15][C:10]3[CH:11]=[CH:35][C:37]([F:40])=[CH:8][CH:9]=3)=[O:21])[C:16]([OH:23])=[C:15]3[C:10]=2[CH:11]=[CH:12][CH:13]=[N:14]3)[CH2:7][CH2:6][N:5]1[CH3:33])(=[O:3])[CH3:2]. The catalyst class is: 10.